From a dataset of Full USPTO retrosynthesis dataset with 1.9M reactions from patents (1976-2016). Predict the reactants needed to synthesize the given product. (1) Given the product [CH3:5][O:6][C:7]1[CH:8]=[CH:9][C:10]2[N:15]=[CH:14][C:13](=[O:16])[N:12]([CH2:17][CH2:18][CH2:19][NH:22][C@@H:23]3[CH2:27][N:26]([C:28]4[CH:29]=[CH:30][C:31]5[O:32][CH2:33][C:34](=[O:38])[NH:35][C:36]=5[N:37]=4)[C:25](=[O:39])[CH2:24]3)[C:11]=2[N:21]=1, predict the reactants needed to synthesize it. The reactants are: C(O)(=O)C.[CH3:5][O:6][C:7]1[CH:8]=[CH:9][C:10]2[N:15]=[CH:14][C:13](=[O:16])[N:12]([CH2:17][CH2:18][CH:19]=O)[C:11]=2[N:21]=1.[NH2:22][C@@H:23]1[CH2:27][N:26]([C:28]2[CH:29]=[CH:30][C:31]3[O:32][CH2:33][C:34](=[O:38])[NH:35][C:36]=3[N:37]=2)[C:25](=[O:39])[CH2:24]1.C(O[BH-](OC(=O)C)OC(=O)C)(=O)C.[Na+].C(=O)([O-])O.[Na+]. (2) Given the product [CH2:4]([N:9]1[CH2:10][CH:11]2[CH2:12][N:13]([C:17]([C:19]3[CH:24]=[CH:23][C:22]([O:25][CH3:26])=[CH:21][C:20]=3[N:27]3[N:28]=[CH:29][CH:30]=[N:31]3)=[O:18])[CH2:14][CH:15]2[CH2:16]1)[C:19]1[CH:24]=[CH:23][CH:22]=[CH:21][CH:20]=1, predict the reactants needed to synthesize it. The reactants are: CC1C=C(C)N=[C:4]([N:9]2[CH2:16][CH:15]3[CH:11]([CH2:12][N:13]([C:17]([C:19]4[CH:24]=[CH:23][C:22]([O:25][CH3:26])=[CH:21][C:20]=4[N:27]4[N:31]=[CH:30][CH:29]=[N:28]4)=[O:18])[CH2:14]3)[CH2:10]2)N=1.B(Br)(Br)Br. (3) Given the product [NH2:1][C:4]1[CH:5]=[C:6]2[C:11](=[CH:12][CH:13]=1)[C:10]([N:14]([C:15]([O:17][C:18]([CH3:21])([CH3:20])[CH3:19])=[O:16])[C:22]([O:24][C:25]([CH3:26])([CH3:27])[CH3:28])=[O:23])=[N:9][CH:8]=[CH:7]2, predict the reactants needed to synthesize it. The reactants are: [N+:1]([C:4]1[CH:5]=[C:6]2[C:11](=[CH:12][CH:13]=1)[C:10]([N:14]([C:22]([O:24][C:25]([CH3:28])([CH3:27])[CH3:26])=[O:23])[C:15]([O:17][C:18]([CH3:21])([CH3:20])[CH3:19])=[O:16])=[N:9][CH:8]=[CH:7]2)([O-])=O.[H][H]. (4) Given the product [C:1]([C:3]1[CH:4]=[C:5]([CH:9]=[CH:10][CH:11]=1)[C:6]([N:14]([O:36][CH3:35])[CH3:17])=[O:7])#[N:2], predict the reactants needed to synthesize it. The reactants are: [C:1]([C:3]1[CH:4]=[C:5]([CH:9]=[CH:10][CH:11]=1)[C:6](O)=[O:7])#[N:2].C([N:14]([CH2:17]C)CC)C.CCN=C=NCCCN(C)C.Cl.Cl.CN([CH:35]=[O:36])C. (5) The reactants are: [Br:1][C:2]1[CH:14]=[CH:13][C:5]([NH:6][CH2:7][C:8]([O:10]CC)=O)=[CH:4][C:3]=1[F:15].[O-:16][C:17]#[N:18].[K+]. Given the product [Br:1][C:2]1[CH:14]=[CH:13][C:5]([N:6]2[CH2:7][C:8](=[O:10])[NH:18][C:17]2=[O:16])=[CH:4][C:3]=1[F:15], predict the reactants needed to synthesize it.